This data is from Reaction yield outcomes from USPTO patents with 853,638 reactions. The task is: Predict the reaction yield, written as a fraction of the theoretical maximum amount of product (1.0 means a 100% yield; for example, 0.34 means a 34% yield). (1) The reactants are [Br:1][CH2:2][CH2:3][CH2:4][CH2:5][CH2:6][CH2:7][CH2:8][CH2:9][CH2:10][OH:11].C(=O)(O)[O-].[Na+].[Br-].[K+].S(=O)(O)[O-].[Na+]. The catalyst is O.ClCCl. The product is [Br:1][CH2:2][CH2:3][CH2:4][CH2:5][CH2:6][CH2:7][CH2:8][CH2:9][CH:10]=[O:11]. The yield is 0.940. (2) The reactants are Cl.C(N=C=NCCCN(C)C)C.C(N(CC)CC)C.[CH:20]([C:22]1[NH:26][C:25]([CH3:27])=[C:24]([C:28]([OH:30])=O)[C:23]=1[CH3:31])=[O:21].ON1C2C=CC=CC=2N=N1.[CH3:42][N:43]([CH3:51])[C:44]1[CH:49]=[CH:48][C:47]([NH2:50])=[CH:46][CH:45]=1. The yield is 0.599. The catalyst is O.CN(C=O)C. The product is [CH3:42][N:43]([CH3:51])[C:44]1[CH:49]=[CH:48][C:47]([NH:50][C:28]([C:24]2[C:23]([CH3:31])=[C:22]([CH:20]=[O:21])[NH:26][C:25]=2[CH3:27])=[O:30])=[CH:46][CH:45]=1. (3) The product is [N+:1]([CH2:3][C:4]([N:8]1[CH2:12][CH2:11][CH2:10][CH2:9]1)=[O:6])#[C-:2]. The yield is 0.980. The reactants are [N+:1]([CH2:3][C:4]([O:6]C)=O)#[C-:2].[NH:8]1[CH2:12][CH2:11][CH2:10][CH2:9]1. No catalyst specified. (4) The reactants are [NH2:1][C:2]1[CH:10]=[CH:9][CH:8]=[C:7]2[C:3]=1[CH2:4][O:5][C:6]2=[O:11].[F:12][C:13]1[CH:18]=[CH:17][C:16]([C:19](=O)[CH3:20])=[CH:15][CH:14]=1.S([O-])([O-])(=O)=O.[Mg+2].C(O)(=O)C. The catalyst is C1(C)C=CC=CC=1. The product is [F:12][C:13]1[CH:18]=[CH:17][C:16](/[C:19](=[N:1]/[C:2]2[CH:10]=[CH:9][CH:8]=[C:7]3[C:3]=2[CH2:4][O:5][C:6]3=[O:11])/[CH3:20])=[CH:15][CH:14]=1. The yield is 0.880. (5) The catalyst is O1CCCC1. The yield is 0.410. The product is [CH3:9][O:10][C:11]1[CH:12]=[C:13]([CH:16]=[CH:17][CH:18]=1)[CH2:14][CH:3]([C:2](=[O:7])[CH3:1])[C:4](=[O:6])[CH3:5]. The reactants are [CH3:1][C:2](=[O:7])[CH2:3][C:4](=[O:6])[CH3:5].O.[CH3:9][O:10][C:11]1[CH:12]=[C:13]([CH:16]=[CH:17][CH:18]=1)[CH2:14]Br. (6) The reactants are [NH2:1][C:2]1[CH:7]=[CH:6][N:5]=[CH:4][C:3]=1[CH2:8][OH:9].N1C=CN=C1.[C:15]([Si:19]([CH3:22])([CH3:21])Cl)([CH3:18])([CH3:17])[CH3:16]. The catalyst is CN(C)C=O.C(OC(=O)C)C. The product is [Si:19]([O:9][CH2:8][C:3]1[CH:4]=[N:5][CH:6]=[CH:7][C:2]=1[NH2:1])([C:15]([CH3:18])([CH3:17])[CH3:16])([CH3:22])[CH3:21]. The yield is 0.850.